This data is from Forward reaction prediction with 1.9M reactions from USPTO patents (1976-2016). The task is: Predict the product of the given reaction. (1) Given the reactants [CH2:1]([O:8][C:9]([N:11]([CH2:13][C:14]1[CH:23]=[CH:22][C:17]([C:18]([O:20]C)=[O:19])=[CH:16][CH:15]=1)[CH3:12])=[O:10])[C:2]1[CH:7]=[CH:6][CH:5]=[CH:4][CH:3]=1.[Li+].[OH-].Cl, predict the reaction product. The product is: [CH2:1]([O:8][C:9]([N:11]([CH2:13][C:14]1[CH:15]=[CH:16][C:17]([C:18]([OH:20])=[O:19])=[CH:22][CH:23]=1)[CH3:12])=[O:10])[C:2]1[CH:3]=[CH:4][CH:5]=[CH:6][CH:7]=1. (2) Given the reactants [CH2:1]([N:8]1[CH:12]=[C:11]([C:13]2[NH:21][C:20]3[C:19](=[O:22])[N:18]([CH2:23][CH2:24][CH3:25])[C:17](Cl)=[N:16][C:15]=3[N:14]=2)[CH:10]=[N:9]1)[C:2]1[CH:7]=[CH:6][CH:5]=[CH:4][CH:3]=1, predict the reaction product. The product is: [CH2:1]([N:8]1[CH:12]=[C:11]([C:13]2[NH:21][C:20]3[C:19](=[O:22])[N:18]([CH2:23][CH2:24][CH3:25])[CH:17]=[N:16][C:15]=3[N:14]=2)[CH:10]=[N:9]1)[C:2]1[CH:7]=[CH:6][CH:5]=[CH:4][CH:3]=1. (3) Given the reactants [CH3:1]C(C)=O.[OH:5][C:6]1[CH:11]=[CH:10][C:9]([N:12]2[C:16]3[C:17](=[O:34])[N:18]([C:21]4[CH:26]=[CH:25][C:24]([N:27]5[CH2:32][CH2:31][CH2:30][CH2:29][C:28]5=[O:33])=[CH:23][CH:22]=4)[CH2:19][CH2:20][C:15]=3[C:14]([C:35]([NH2:37])=[O:36])=[N:13]2)=[CH:8][CH:7]=1.C(=O)([O-])[O-].[K+].[K+].S(OC)(OC)(=O)=O, predict the reaction product. The product is: [CH3:1][O:5][C:6]1[CH:11]=[CH:10][C:9]([N:12]2[N:13]=[C:14]([C:35]([NH2:37])=[O:36])[C:15]3[CH2:20][CH2:19][N:18]([C:21]4[CH:22]=[CH:23][C:24]([N:27]5[C:28](=[O:33])[CH2:29][CH2:30][CH2:31][CH2:32]5)=[CH:25][CH:26]=4)[C:17](=[O:34])[C:16]2=3)=[CH:8][CH:7]=1. (4) Given the reactants [Br:1][C:2]1[CH:3]=[C:4]2[N:10]=[CH:9][NH:8][C:5]2=[N:6][CH:7]=1.[H-].[Na+].Cl[CH2:14][C:15]1[CH:25]=[CH:24][C:18]2[N:19]=[C:20]([S:22][CH3:23])[O:21][C:17]=2[CH:16]=1.O, predict the reaction product. The product is: [Br:1][C:2]1[CH:3]=[C:4]2[N:10]=[CH:9][N:8]([CH2:14][C:15]3[CH:25]=[CH:24][C:18]4[N:19]=[C:20]([S:22][CH3:23])[O:21][C:17]=4[CH:16]=3)[C:5]2=[N:6][CH:7]=1. (5) Given the reactants [CH2:1]([N:8]([CH2:20][CH2:21][OH:22])[C:9]([CH:11]1[C:14]2[CH:15]=[C:16]([Cl:19])[CH:17]=[CH:18][C:13]=2[CH2:12]1)=[O:10])[C:2]1[CH:7]=[CH:6][CH:5]=[CH:4][CH:3]=1.CC(OI1(OC(C)=O)(OC(C)=O)OC(=O)C2C=CC=CC1=2)=O.C([O-])(O)=O.[Na+], predict the reaction product. The product is: [CH2:1]([N:8]([CH2:20][CH:21]=[O:22])[C:9]([CH:11]1[C:14]2[CH:15]=[C:16]([Cl:19])[CH:17]=[CH:18][C:13]=2[CH2:12]1)=[O:10])[C:2]1[CH:7]=[CH:6][CH:5]=[CH:4][CH:3]=1. (6) Given the reactants [CH2:1]([S:3]([C:6]1[CH:7]=[C:8]([C:12]2[CH:20]=[C:19]([CH2:21]O)[CH:18]=[C:17]3[C:13]=2[C:14]2[CH:26]=[C:25]([CH3:27])[CH:24]=[N:23][C:15]=2[NH:16]3)[CH:9]=[CH:10][CH:11]=1)(=[O:5])=[O:4])[CH3:2].[NH:28]1[CH2:33][CH2:32]O[CH2:30][CH2:29]1.C(S(C1C=C(C2C=C(CN(C)C)C=C3C=2C2C=C(C)C=N[C:48]=2[NH:49]3)C=CC=1)(=O)=O)C, predict the reaction product. The product is: [CH2:1]([S:3]([C:6]1[CH:7]=[C:8]([C:12]2[CH:20]=[C:19]([CH2:21][N:28]3[CH2:33][CH2:32][N:49]([CH3:48])[CH2:30][CH2:29]3)[CH:18]=[C:17]3[C:13]=2[C:14]2[CH:26]=[C:25]([CH3:27])[CH:24]=[N:23][C:15]=2[NH:16]3)[CH:9]=[CH:10][CH:11]=1)(=[O:5])=[O:4])[CH3:2].